This data is from Catalyst prediction with 721,799 reactions and 888 catalyst types from USPTO. The task is: Predict which catalyst facilitates the given reaction. (1) Reactant: [CH2:1](/[N:5]=[CH:6]/[C:7]1[C:12]([F:13])=[CH:11][CH:10]=[CH:9][C:8]=1Cl)[CH2:2][CH2:3][CH3:4].[CH2:15]([Mg]Br)[CH3:16]. Product: [CH2:1](/[N:5]=[CH:6]/[C:7]1[C:12]([F:13])=[CH:11][CH:10]=[CH:9][C:8]=1[CH2:15][CH3:16])[CH2:2][CH2:3][CH3:4]. The catalyst class is: 365. (2) Reactant: [CH2:1]([C:3]1[N:8]=[C:7]([NH2:9])[CH:6]=[CH:5][CH:4]=1)[CH3:2].[C:10](=[O:13])(O)[OH:11].[C:14]1(Cl)[CH:19]=[CH:18][CH:17]=[CH:16][CH:15]=1.[OH-].[Na+]. Product: [CH2:1]([C:3]1[N:8]=[C:7]([NH:9][C:10](=[O:13])[O:11][C:14]2[CH:19]=[CH:18][CH:17]=[CH:16][CH:15]=2)[CH:6]=[CH:5][CH:4]=1)[CH3:2]. The catalyst class is: 7.